From a dataset of Peptide-MHC class II binding affinity with 134,281 pairs from IEDB. Regression. Given a peptide amino acid sequence and an MHC pseudo amino acid sequence, predict their binding affinity value. This is MHC class II binding data. (1) The peptide sequence is GTWTYDGSVVA. The MHC is HLA-DQA10501-DQB10301 with pseudo-sequence HLA-DQA10501-DQB10301. The binding affinity (normalized) is 0.433. (2) The peptide sequence is ATVATAPEVKYTVFE. The MHC is DRB1_0802 with pseudo-sequence DRB1_0802. The binding affinity (normalized) is 0.334. (3) The peptide sequence is LLVSGWNSITV. The MHC is DRB1_0901 with pseudo-sequence DRB1_0901. The binding affinity (normalized) is 0.590. (4) The peptide sequence is LESDMIIPKSLAGPI. The MHC is DRB1_0802 with pseudo-sequence DRB1_0802. The binding affinity (normalized) is 0.144. (5) The peptide sequence is HSNWRAMASDFNLPP. The MHC is DRB1_0901 with pseudo-sequence DRB1_0901. The binding affinity (normalized) is 0.374.